Dataset: Peptide-MHC class I binding affinity with 185,985 pairs from IEDB/IMGT. Task: Regression. Given a peptide amino acid sequence and an MHC pseudo amino acid sequence, predict their binding affinity value. This is MHC class I binding data. (1) The peptide sequence is GEAMDTISV. The MHC is HLA-B40:01 with pseudo-sequence HLA-B40:01. The binding affinity (normalized) is 1.00. (2) The peptide sequence is FPVKPQVPL. The MHC is HLA-A11:01 with pseudo-sequence HLA-A11:01. The binding affinity (normalized) is 0. (3) The peptide sequence is YQVLVMVPK. The MHC is HLA-B35:01 with pseudo-sequence HLA-B35:01. The binding affinity (normalized) is 0.0847. (4) The peptide sequence is TTPESANLG. The MHC is Mamu-A01 with pseudo-sequence Mamu-A01. The binding affinity (normalized) is 0.654. (5) The peptide sequence is RTFSILNRK. The binding affinity (normalized) is 0.0847. The MHC is HLA-A02:12 with pseudo-sequence HLA-A02:12. (6) The peptide sequence is KAALSSLAK. The MHC is HLA-A11:01 with pseudo-sequence HLA-A11:01. The binding affinity (normalized) is 0.429. (7) The peptide sequence is LMHPDFCKNR. The MHC is HLA-A11:01 with pseudo-sequence HLA-A11:01. The binding affinity (normalized) is 0.0660. (8) The binding affinity (normalized) is 0.296. The MHC is HLA-A29:02 with pseudo-sequence HLA-A29:02. The peptide sequence is SMWSEPLAH.